Dataset: Full USPTO retrosynthesis dataset with 1.9M reactions from patents (1976-2016). Task: Predict the reactants needed to synthesize the given product. (1) Given the product [Br:1][C:2]1[CH:3]=[CH:4][C:5]([NH:8][C:9]2[S:10][CH:11]=[C:12]([CH2:14][OH:15])[N:13]=2)=[N:6][CH:7]=1, predict the reactants needed to synthesize it. The reactants are: [Br:1][C:2]1[CH:3]=[CH:4][C:5]([NH:8][C:9]2[S:10][CH:11]=[C:12]([CH2:14][O:15]C(=O)C)[N:13]=2)=[N:6][CH:7]=1.[OH-].[Na+]. (2) Given the product [F:1][C:2]1[CH:3]=[C:4]2[C:9](=[C:10]([F:12])[CH:11]=1)[CH2:8][CH:7]([NH:15][C@@H:16]([CH2:31][CH3:32])[C:17]([NH:19][C:20]1[S:21][C:22]([C:25]([CH3:30])([CH3:29])[CH2:26][CH:27]=[CH2:28])=[N:23][N:24]=1)=[O:18])[CH2:6][CH2:5]2, predict the reactants needed to synthesize it. The reactants are: [F:1][C:2]1[CH:3]=[C:4]2[C:9](=[C:10]([F:12])[CH:11]=1)[CH2:8][C:7](=O)[CH2:6][CH2:5]2.Cl.[NH2:15][CH:16]([CH2:31][CH3:32])[C:17]([NH:19][C:20]1[S:21][C:22]([C:25]([CH3:30])([CH3:29])[CH2:26][CH:27]=[CH2:28])=[N:23][N:24]=1)=[O:18].C(O)(=O)C.S([O-])([O-])(=O)=O.[Na+].[Na+].C(O[BH-](OC(=O)C)OC(=O)C)(=O)C.[Na+]. (3) Given the product [OH:14][CH2:13][C@@H:12]([NH:11][S:8]([C:5]1[CH:6]=[CH:7][C:2]([C:25]2[CH:24]=[CH:23][N:22]=[C:21]3[NH:29][C:18]([C:17]([F:30])([F:31])[F:16])=[CH:19][C:20]=23)=[CH:3][CH:4]=1)(=[O:10])=[O:9])[CH3:15], predict the reactants needed to synthesize it. The reactants are: Br[C:2]1[CH:7]=[CH:6][C:5]([S:8]([NH:11][C@@H:12]([CH3:15])[CH2:13][OH:14])(=[O:10])=[O:9])=[CH:4][CH:3]=1.[F:16][C:17]([F:31])([F:30])[C:18]1[NH:29][C:21]2=[N:22][CH:23]=[CH:24][C:25](B(O)O)=[C:20]2[CH:19]=1.P([O-])([O-])([O-])=O.[K+].[K+].[K+]. (4) Given the product [NH2:20][C:11]1[C:10]2[N:9]=[C:8]([CH2:21][CH2:22][O:23][CH3:24])[N:7]([CH2:6][CH2:5][O:4][CH2:3][CH2:2][NH:1][C:32](=[O:48])[CH2:33][CH2:34][CH2:35][CH2:36][CH2:37][CH2:38][CH2:39][CH2:40][CH2:41][CH2:42][CH2:43][CH2:44][CH2:45][CH2:46][CH3:47])[C:19]=2[C:18]2[CH:17]=[CH:16][CH:15]=[CH:14][C:13]=2[N:12]=1, predict the reactants needed to synthesize it. The reactants are: [NH2:1][CH2:2][CH2:3][O:4][CH2:5][CH2:6][N:7]1[C:19]2[C:18]3[CH:17]=[CH:16][CH:15]=[CH:14][C:13]=3[N:12]=[C:11]([NH2:20])[C:10]=2[N:9]=[C:8]1[CH2:21][CH2:22][O:23][CH3:24].C(N(CC)CC)C.[C:32](Cl)(=[O:48])[CH2:33][CH2:34][CH2:35][CH2:36][CH2:37][CH2:38][CH2:39][CH2:40][CH2:41][CH2:42][CH2:43][CH2:44][CH2:45][CH2:46][CH3:47]. (5) Given the product [NH2:17][C:13]1[CH:12]=[C:11]2[C:16]([CH2:8][CH2:9][CH2:10]2)=[CH:15][C:14]=1[S:1]([NH2:4])(=[O:2])=[O:3].[NH2:17][C:13]1[CH:14]=[CH:15][C:16]2[CH2:8][CH2:9][CH2:10][C:11]=2[C:12]=1[S:1]([NH2:4])(=[O:2])=[O:3], predict the reactants needed to synthesize it. The reactants are: [S:1](Cl)([N:4]=C=O)(=[O:3])=[O:2].[CH2:8]1[C:16]2[C:11](=[CH:12][C:13]([NH2:17])=[CH:14][CH:15]=2)[CH2:10][CH2:9]1.[Cl-].[Al+3].[Cl-].[Cl-]. (6) Given the product [C:12]([N:4]1[C:5]2=[N:6][CH:7]=[N:8][C:9]([NH2:11])=[C:10]2[C:2]([O:27][C:19]2[C:17]3[C:25](=[CH:38][CH:39]=[CH:40][CH:28]=3)[CH:22]=[CH:21][CH:20]=2)=[N:3]1)([CH3:15])([CH3:14])[CH3:13], predict the reactants needed to synthesize it. The reactants are: Br[C:2]1[C:10]2[C:5](=[N:6][CH:7]=[N:8][C:9]=2[NH2:11])[N:4]([C:12]([CH3:15])([CH3:14])[CH3:13])[N:3]=1.C[C:17]([CH3:28])([C:19](=[O:27])[CH2:20][C:21](=O)[C:22]([CH3:25])(C)C)C.C(=O)([O-])[O-].[Cs+].[Cs+].O.CN1C[CH2:40][CH2:39][C:38]1=O. (7) The reactants are: [Br:1][CH2:2][C:3]([CH3:7])=[CH:4][CH2:5]Br.[F:8][C:9]1[CH:14]=[CH:13][CH:12]=[C:11]([F:15])[C:10]=1[OH:16].C([O-])([O-])=O.[K+].[K+]. Given the product [Br:1][CH2:2]/[C:3](/[CH3:7])=[CH:4]/[CH2:5][O:16][C:10]1[C:9]([F:8])=[CH:14][CH:13]=[CH:12][C:11]=1[F:15], predict the reactants needed to synthesize it. (8) Given the product [CH:25]([C:17]1[CH:18]=[CH:19][CH:20]=[C:21]([CH:22]([CH3:24])[CH3:23])[C:16]=1[N:7]1[C:6](=[O:28])[C:11]2[CH:12]=[CH:13][C:2]([O:37][C:34]3[CH:35]=[CH:36][C:31]([O:30][CH3:29])=[CH:32][C:33]=3[N+:38]([O-:40])=[O:39])=[C:3]3[C:10]=2[C:9](=[CH:14][CH:5]=[CH:4]3)[C:8]1=[O:15])([CH3:27])[CH3:26], predict the reactants needed to synthesize it. The reactants are: Cl[C:2]1[CH:3]=[CH:4][C:5]2[C:6](=[O:28])[N:7]([C:16]3[C:21]([CH:22]([CH3:24])[CH3:23])=[CH:20][CH:19]=[CH:18][C:17]=3[CH:25]([CH3:27])[CH3:26])[C:8](=[O:15])[C:9]3[C:14]=2[C:13]=1[CH:12]=[CH:11][CH:10]=3.[CH3:29][O:30][C:31]1[CH:36]=[CH:35][C:34]([OH:37])=[C:33]([N+:38]([O-:40])=[O:39])[CH:32]=1.C([O-])([O-])=O.[K+].[K+].Cl. (9) Given the product [NH2:11][C@@H:3]([C:2]([NH2:1])=[O:22])[CH2:4][C:5]1[CH:10]=[CH:9][CH:8]=[CH:7][CH:6]=1, predict the reactants needed to synthesize it. The reactants are: [NH2:1][C:2](=[O:22])[C@H:3]([NH:11]C(=O)OCC1C=CC=CC=1)[CH2:4][C:5]1[CH:10]=[CH:9][CH:8]=[CH:7][CH:6]=1. (10) The reactants are: [Cl:1][C:2]1[CH:3]=[CH:4][C:5]([CH2:9][CH3:10])=[C:6]([CH:8]=1)[NH2:7].CO[CH:13]1[CH2:17][CH2:16][CH:15](OC)O1. Given the product [Cl:1][C:2]1[CH:3]=[CH:4][C:5]([CH2:9][CH3:10])=[C:6]([N:7]2[CH:13]=[CH:17][CH:16]=[CH:15]2)[CH:8]=1, predict the reactants needed to synthesize it.